This data is from Forward reaction prediction with 1.9M reactions from USPTO patents (1976-2016). The task is: Predict the product of the given reaction. Given the reactants C1CC(S)CC1.[CH:7]1([S:13]([C:16]2[CH:37]=[CH:36][CH:35]=[CH:34][C:17]=2[CH2:18][C:19]2[C:27]3[C:22](=[CH:23][CH:24]=[C:25]([F:28])[CH:26]=3)[N:21]([CH2:29][C:30]([OH:32])=[O:31])[C:20]=2[CH3:33])(=[O:15])=[O:14])[CH2:12][CH2:11][CH2:10]C[CH2:8]1, predict the reaction product. The product is: [CH:7]1([S:13]([C:16]2[CH:37]=[CH:36][CH:35]=[CH:34][C:17]=2[CH2:18][C:19]2[C:27]3[C:22](=[CH:23][CH:24]=[C:25]([F:28])[CH:26]=3)[N:21]([CH2:29][C:30]([OH:32])=[O:31])[C:20]=2[CH3:33])(=[O:15])=[O:14])[CH2:8][CH2:10][CH2:11][CH2:12]1.